From a dataset of NCI-60 drug combinations with 297,098 pairs across 59 cell lines. Regression. Given two drug SMILES strings and cell line genomic features, predict the synergy score measuring deviation from expected non-interaction effect. (1) Drug 1: CS(=O)(=O)C1=CC(=C(C=C1)C(=O)NC2=CC(=C(C=C2)Cl)C3=CC=CC=N3)Cl. Cell line: A498. Synergy scores: CSS=4.70, Synergy_ZIP=-1.98, Synergy_Bliss=-1.70, Synergy_Loewe=-3.19, Synergy_HSA=-1.32. Drug 2: C#CCC(CC1=CN=C2C(=N1)C(=NC(=N2)N)N)C3=CC=C(C=C3)C(=O)NC(CCC(=O)O)C(=O)O. (2) Drug 1: C1CCN(CC1)CCOC2=CC=C(C=C2)C(=O)C3=C(SC4=C3C=CC(=C4)O)C5=CC=C(C=C5)O. Drug 2: CC1OCC2C(O1)C(C(C(O2)OC3C4COC(=O)C4C(C5=CC6=C(C=C35)OCO6)C7=CC(=C(C(=C7)OC)O)OC)O)O. Cell line: SN12C. Synergy scores: CSS=51.4, Synergy_ZIP=-1.85, Synergy_Bliss=-0.653, Synergy_Loewe=1.69, Synergy_HSA=2.69. (3) Drug 1: CC1=C(C=C(C=C1)NC2=NC=CC(=N2)N(C)C3=CC4=NN(C(=C4C=C3)C)C)S(=O)(=O)N.Cl. Drug 2: COCCOC1=C(C=C2C(=C1)C(=NC=N2)NC3=CC=CC(=C3)C#C)OCCOC.Cl. Cell line: DU-145. Synergy scores: CSS=14.0, Synergy_ZIP=-4.55, Synergy_Bliss=3.86, Synergy_Loewe=-7.88, Synergy_HSA=2.57. (4) Drug 1: C1=CC=C(C=C1)NC(=O)CCCCCCC(=O)NO. Drug 2: CCN(CC)CCCC(C)NC1=C2C=C(C=CC2=NC3=C1C=CC(=C3)Cl)OC. Cell line: A549. Synergy scores: CSS=27.4, Synergy_ZIP=-7.13, Synergy_Bliss=-5.69, Synergy_Loewe=-5.17, Synergy_HSA=-4.11.